From a dataset of Forward reaction prediction with 1.9M reactions from USPTO patents (1976-2016). Predict the product of the given reaction. The product is: [CH3:3][S:4]([CH2:7][CH2:8][C:9]1[CH:10]=[CH:11][C:12]2[N:13]([N:15]=[C:16]([C:29]3[CH:34]=[CH:33][CH:32]=[CH:31][CH:30]=3)[C:17]=2[CH2:18][C:19]2[N:24]=[C:23]([C:25]([OH:27])=[O:26])[CH:22]=[CH:21][CH:20]=2)[CH:14]=1)(=[O:5])=[O:6]. Given the reactants [OH-].[K+].[CH3:3][S:4]([CH2:7][CH2:8][C:9]1[CH:10]=[CH:11][C:12]2[N:13]([N:15]=[C:16]([C:29]3[CH:34]=[CH:33][CH:32]=[CH:31][CH:30]=3)[C:17]=2[CH2:18][C:19]2[N:24]=[C:23]([C:25]([O:27]C)=[O:26])[CH:22]=[CH:21][CH:20]=2)[CH:14]=1)(=[O:6])=[O:5].Cl, predict the reaction product.